From a dataset of Forward reaction prediction with 1.9M reactions from USPTO patents (1976-2016). Predict the product of the given reaction. (1) Given the reactants [CH2:1]([N:8]1[CH2:13][CH2:12][CH:11]([C:14](O)=[O:15])[CH:10]([C:17]2[CH:22]=[CH:21][C:20]([Cl:23])=[CH:19][CH:18]=2)[CH2:9]1)[C:2]1[CH:7]=[CH:6][CH:5]=[CH:4][CH:3]=1.CN([C:27]([O:31][N:32]1N=NC2C=CC=N[C:33]1=2)=[N+](C)C)C.F[P-](F)(F)(F)(F)F.CNOC.CCN(C(C)C)C(C)C, predict the reaction product. The product is: [CH3:27][O:31][N:32]([CH3:33])[C:14]([CH:11]1[CH2:12][CH2:13][N:8]([CH2:1][C:2]2[CH:7]=[CH:6][CH:5]=[CH:4][CH:3]=2)[CH2:9][CH:10]1[C:17]1[CH:22]=[CH:21][C:20]([Cl:23])=[CH:19][CH:18]=1)=[O:15]. (2) Given the reactants [CH3:1][C:2]1([CH3:28])[CH2:11][CH2:10][CH:9]([OH:12])[C:8]2[CH:7]=[C:6]([C:13]3[CH:14]=[C:15]4[C:20](=[CH:21][CH:22]=3)[CH:19]=[C:18]([C:23]([O:25][CH2:26][CH3:27])=[O:24])[CH:17]=[CH:16]4)[CH:5]=[CH:4][C:3]1=2.C[N+]1([O-])CCOCC1.C(OCC)(=O)C, predict the reaction product. The product is: [CH2:26]([O:25][C:23]([C:18]1[CH:17]=[CH:16][C:15]2[C:20](=[CH:21][CH:22]=[C:13]([C:6]3[CH:5]=[CH:4][C:3]4[C:2]([CH3:28])([CH3:1])[CH2:11][CH2:10][C:9](=[O:12])[C:8]=4[CH:7]=3)[CH:14]=2)[CH:19]=1)=[O:24])[CH3:27]. (3) Given the reactants S([O:8][S:9]([C:12]([F:15])([F:14])[F:13])(=[O:11])=[O:10])(C(F)(F)F)(=O)=O.[F:16][C:17]1[CH:18]=[C:19](/[CH:24]=[CH:25]/[C:26]([O:28][CH3:29])=[O:27])[CH:20]=[CH:21][C:22]=1O.C(N(C(C)C)CC)(C)C.Cl, predict the reaction product. The product is: [F:16][C:17]1[CH:18]=[C:19](/[CH:24]=[CH:25]/[C:26]([O:28][CH3:29])=[O:27])[CH:20]=[CH:21][C:22]=1[O:8][S:9]([C:12]([F:13])([F:14])[F:15])(=[O:10])=[O:11].